This data is from Reaction yield outcomes from USPTO patents with 853,638 reactions. The task is: Predict the reaction yield, written as a fraction of the theoretical maximum amount of product (1.0 means a 100% yield; for example, 0.34 means a 34% yield). (1) The reactants are [Cl:1][C:2]1[N:7]=[C:6](Cl)[C:5]([Cl:9])=[CH:4][N:3]=1.[OH:10][CH:11]1[CH2:15][CH2:14][N:13]([C:16]([O:18][C:19]([CH3:22])([CH3:21])[CH3:20])=[O:17])[CH2:12]1.C(=O)([O-])[O-].[K+].[K+]. The catalyst is CN(C=O)C. The product is [Cl:1][C:2]1[N:7]=[C:6]([O:10][CH:11]2[CH2:15][CH2:14][N:13]([C:16]([O:18][C:19]([CH3:22])([CH3:21])[CH3:20])=[O:17])[CH2:12]2)[C:5]([Cl:9])=[CH:4][N:3]=1. The yield is 0.310. (2) The reactants are [Br:1][C:2]1[S:3][CH:4]=[C:5]([C:7]([OH:9])=O)[N:6]=1.[NH2:10][C@@H:11]([CH3:27])[CH2:12][N:13]1[CH:17]=[CH:16][C:15]([C:18]2[CH:25]=[CH:24][C:21]([C:22]#[N:23])=[C:20]([Cl:26])[CH:19]=2)=[N:14]1. No catalyst specified. The product is [Br:1][C:2]1[S:3][CH:4]=[C:5]([C:7]([NH:10][C@@H:11]([CH3:27])[CH2:12][N:13]2[CH:17]=[CH:16][C:15]([C:18]3[CH:25]=[CH:24][C:21]([C:22]#[N:23])=[C:20]([Cl:26])[CH:19]=3)=[N:14]2)=[O:9])[N:6]=1. The yield is 0.655. (3) The reactants are [CH:1]1([C:7]2[C:8]3[S:28][C:27]([C:29]([O:31]C)=[O:30])=[CH:26][C:9]=3[N:10]3[C:16]=2[C:15]2[CH:17]=[CH:18][CH:19]=[CH:20][C:14]=2[N:13]([CH2:21][CH2:22][N:23]([CH3:25])[CH3:24])[CH2:12][CH2:11]3)[CH2:6][CH2:5][CH2:4][CH2:3][CH2:2]1.[OH-].[K+].Cl. The catalyst is O1CCOCC1. The product is [CH:1]1([C:7]2[C:8]3[S:28][C:27]([C:29]([OH:31])=[O:30])=[CH:26][C:9]=3[N:10]3[C:16]=2[C:15]2[CH:17]=[CH:18][CH:19]=[CH:20][C:14]=2[N:13]([CH2:21][CH2:22][N:23]([CH3:25])[CH3:24])[CH2:12][CH2:11]3)[CH2:6][CH2:5][CH2:4][CH2:3][CH2:2]1. The yield is 0.590. (4) The reactants are F[P-](F)(F)(F)(F)F.N1(OC(N(C)C)=[N+](C)C)C2N=CC=CC=2N=N1.C(OC([NH:32][C:33]1([C:48]([OH:50])=O)[CH2:38][CH2:37][N:36]([C:39]2[C:40]3[CH:47]=[CH:46][NH:45][C:41]=3[N:42]=[CH:43][N:44]=2)[CH2:35][CH2:34]1)=O)(C)(C)C.[Cl:51][C:52]1[CH:57]=[CH:56][C:55]([C@@H:58]([NH2:60])[CH3:59])=[CH:54][CH:53]=1.CCN(C(C)C)C(C)C. The catalyst is CC(N(C)C)=O. The product is [NH2:32][C:33]1([C:48]([NH:60][C@H:58]([C:55]2[CH:56]=[CH:57][C:52]([Cl:51])=[CH:53][CH:54]=2)[CH3:59])=[O:50])[CH2:34][CH2:35][N:36]([C:39]2[C:40]3[CH:47]=[CH:46][NH:45][C:41]=3[N:42]=[CH:43][N:44]=2)[CH2:37][CH2:38]1. The yield is 0.704.